This data is from Reaction yield outcomes from USPTO patents with 853,638 reactions. The task is: Predict the reaction yield, written as a fraction of the theoretical maximum amount of product (1.0 means a 100% yield; for example, 0.34 means a 34% yield). (1) The reactants are Br[C:2]1[CH:7]=[CH:6][C:5]([S:8]([NH:11][C:12]2[S:13][CH:14]=[CH:15][N:16]=2)(=[O:10])=[O:9])=[CH:4][CH:3]=1.C(O)(=O)C.[NH:21]1[CH2:24][CH:23]([NH:25][C:26](=[O:32])[O:27][C:28]([CH3:31])([CH3:30])[CH3:29])[CH2:22]1.C1(C2C=CC=CC=2)C=CC=CC=1P(C(C)(C)C)C(C)(C)C.O. The catalyst is C1(C)C=CC=CC=1.C1C=CC(/C=C/C(/C=C/C2C=CC=CC=2)=O)=CC=1.C1C=CC(/C=C/C(/C=C/C2C=CC=CC=2)=O)=CC=1.C1C=CC(/C=C/C(/C=C/C2C=CC=CC=2)=O)=CC=1.[Pd].[Pd]. The product is [S:13]1[CH:14]=[CH:15][N:16]=[C:12]1[NH:11][S:8]([C:5]1[CH:6]=[CH:7][C:2]([N:21]2[CH2:24][CH:23]([NH:25][C:26](=[O:32])[O:27][C:28]([CH3:30])([CH3:29])[CH3:31])[CH2:22]2)=[CH:3][CH:4]=1)(=[O:10])=[O:9]. The yield is 0.330. (2) The reactants are [CH:1]1([CH2:4][N:5]([C:10]2[CH:11]=[CH:12][C:13]([OH:20])=[C:14]([CH:19]=2)[C:15]([O:17][CH3:18])=[O:16])[S:6]([CH3:9])(=[O:8])=[O:7])[CH2:3][CH2:2]1.[C:21](O[C:21]([O:23][C:24]([CH3:27])([CH3:26])[CH3:25])=[O:22])([O:23][C:24]([CH3:27])([CH3:26])[CH3:25])=[O:22]. The catalyst is C(Cl)Cl.CN(C1C=CN=CC=1)C. The product is [C:24]([O:23][C:21]([O:20][C:13]1[CH:12]=[CH:11][C:10]([N:5]([CH2:4][CH:1]2[CH2:3][CH2:2]2)[S:6]([CH3:9])(=[O:8])=[O:7])=[CH:19][C:14]=1[C:15]([O:17][CH3:18])=[O:16])=[O:22])([CH3:27])([CH3:26])[CH3:25]. The yield is 0.820. (3) The reactants are [Br:1][C:2]1[S:6][C:5]([CH2:7]Br)=[N:4][C:3]=1[C:9]1[CH:14]=[CH:13][C:12]([O:15][CH3:16])=[CH:11][CH:10]=1.[F:17][C:18]1[C:26]([OH:27])=[CH:25][CH:24]=[C:23]([F:28])[C:19]=1[C:20]([NH2:22])=[O:21].C(=O)([O-])[O-].[K+].[K+]. The catalyst is CN(C=O)C. The product is [Br:1][C:2]1[S:6][C:5]([CH2:7][O:27][C:26]2[C:18]([F:17])=[C:19]([C:23]([F:28])=[CH:24][CH:25]=2)[C:20]([NH2:22])=[O:21])=[N:4][C:3]=1[C:9]1[CH:14]=[CH:13][C:12]([O:15][CH3:16])=[CH:11][CH:10]=1. The yield is 0.480. (4) The yield is 0.980. The catalyst is C(O)C.O.O1CCCC1.S(=O)(=O)(O)O. The reactants are [C:1]1([S:7][C:8]2[CH:9]=[C:10]([CH:14]3OCC[O:15]3)[CH:11]=[CH:12][CH:13]=2)[CH:6]=[CH:5][CH:4]=[CH:3][CH:2]=1.C(=O)(O)[O-].[Na+]. The product is [C:1]1([S:7][C:8]2[CH:9]=[C:10]([CH:11]=[CH:12][CH:13]=2)[CH:14]=[O:15])[CH:6]=[CH:5][CH:4]=[CH:3][CH:2]=1. (5) The reactants are [CH:1]([C:3]1[CH:4]=[CH:5][CH:6]=[C:7]2[C:11]=1[NH:10][CH:9]=[CH:8]2)=[O:2].C[Li].[CH2:14](OCC)C.C(=O)(O)[O-].[Na+]. The catalyst is O1CCCC1.C(OCC)(=O)C. The product is [NH:10]1[C:11]2[C:7](=[CH:6][CH:5]=[CH:4][C:3]=2[CH:1]([OH:2])[CH3:14])[CH:8]=[CH:9]1. The yield is 0.940. (6) The reactants are [Cl:1][C:2]1[CH:25]=[CH:24][CH:23]=[CH:22][C:3]=1[C:4]([NH:6][C:7]1[CH:12]=[CH:11][C:10]([S:13][C:14]2[N:19]=[C:18]([Cl:20])[CH:17]=[C:16](Cl)[N:15]=2)=[CH:9][CH:8]=1)=[O:5].[CH3:26][C:27]1[CH:28]=[C:29]([NH2:32])[NH:30][N:31]=1.[I-].[Na+].C(N(CC)C(C)C)(C)C. The catalyst is O.CN(C)C=O. The product is [Cl:1][C:2]1[CH:25]=[CH:24][CH:23]=[CH:22][C:3]=1[C:4]([NH:6][C:7]1[CH:12]=[CH:11][C:10]([S:13][C:14]2[N:19]=[C:18]([Cl:20])[CH:17]=[C:16]([NH:32][C:29]3[NH:30][N:31]=[C:27]([CH3:26])[CH:28]=3)[N:15]=2)=[CH:9][CH:8]=1)=[O:5]. The yield is 0.820. (7) The reactants are [CH:1]([C:4]1[S:13][C:12]2[NH:11][C:10]3[CH:14]=[CH:15][CH:16]=[CH:17][C:9]=3[NH:8][C:7](=S)[C:6]=2[N:5]=1)([CH3:3])[CH3:2].COS(C(F)(F)F)(=O)=O.[CH3:28][O:29][CH2:30][CH2:31][C@H:32]1[CH2:37][NH:36][CH2:35][CH2:34][NH:33]1. The catalyst is ClCCl.N1C=CC=CC=1. The product is [CH3:28][O:29][CH2:30][CH2:31][C@@H:32]1[NH:33][CH2:34][CH2:35][N:36]([C:7]2[C:6]3[N:5]=[C:4]([CH:1]([CH3:3])[CH3:2])[S:13][C:12]=3[NH:11][C:10]3[CH:14]=[CH:15][CH:16]=[CH:17][C:9]=3[N:8]=2)[CH2:37]1. The yield is 0.580. (8) The reactants are [CH2:1]([O:8][C:9]1[CH:17]=[C:16]2[C:12]([CH:13]=[N:14][NH:15]2)=[CH:11][C:10]=1[N+:18]([O-])=O)[C:2]1[CH:7]=[CH:6][CH:5]=[CH:4][CH:3]=1.C(Cl)Cl.[Sn](Cl)Cl. The catalyst is CO. The product is [CH2:1]([O:8][C:9]1[CH:17]=[C:16]2[C:12]([CH:13]=[N:14][NH:15]2)=[CH:11][C:10]=1[NH2:18])[C:2]1[CH:3]=[CH:4][CH:5]=[CH:6][CH:7]=1. The yield is 0.920. (9) The reactants are Br[CH2:2][C:3]1[CH:12]=[C:11]2[C:6]([C:7]([C:16]3[CH:21]=[CH:20][C:19]([F:22])=[CH:18][CH:17]=3)=[CH:8][C:9]([C:13]([NH2:15])=[O:14])=[N:10]2)=[CH:5][CH:4]=1.[N:23]1[CH:28]=[C:27](B(O)O)[CH:26]=[N:25][CH:24]=1.C([O-])([O-])=O.[Na+].[Na+]. The catalyst is C1C=CC([P]([Pd]([P](C2C=CC=CC=2)(C2C=CC=CC=2)C2C=CC=CC=2)([P](C2C=CC=CC=2)(C2C=CC=CC=2)C2C=CC=CC=2)[P](C2C=CC=CC=2)(C2C=CC=CC=2)C2C=CC=CC=2)(C2C=CC=CC=2)C2C=CC=CC=2)=CC=1. The product is [F:22][C:19]1[CH:20]=[CH:21][C:16]([C:7]2[C:6]3[C:11](=[CH:12][C:3]([CH2:2][C:27]4[CH:28]=[N:23][CH:24]=[N:25][CH:26]=4)=[CH:4][CH:5]=3)[N:10]=[C:9]([C:13]([NH2:15])=[O:14])[CH:8]=2)=[CH:17][CH:18]=1. The yield is 0.0818. (10) The reactants are [NH2:1][C:2]1[N:3]=[C:4]([CH3:17])[C:5]2[CH:11]=[C:10](Br)[C:9](=[O:13])[N:8]([CH:14]([CH3:16])[CH3:15])[C:6]=2[N:7]=1.[NH:18]1[CH:22]=[CH:21][C:20](B(O)O)=[N:19]1.C([O-])([O-])=O.[K+].[K+]. The catalyst is O1CCOCC1.O.[Pd].C1(P(C2C=CC=CC=2)C2C=CC=CC=2)C=CC=CC=1.C1(P(C2C=CC=CC=2)C2C=CC=CC=2)C=CC=CC=1.C1(P(C2C=CC=CC=2)C2C=CC=CC=2)C=CC=CC=1.C1(P(C2C=CC=CC=2)C2C=CC=CC=2)C=CC=CC=1. The product is [NH2:1][C:2]1[N:3]=[C:4]([CH3:17])[C:5]2[CH:11]=[C:10]([C:20]3[NH:19][N:18]=[CH:22][CH:21]=3)[C:9](=[O:13])[N:8]([CH:14]([CH3:16])[CH3:15])[C:6]=2[N:7]=1. The yield is 0.137.